From a dataset of HIV replication inhibition screening data with 41,000+ compounds from the AIDS Antiviral Screen. Binary Classification. Given a drug SMILES string, predict its activity (active/inactive) in a high-throughput screening assay against a specified biological target. (1) The compound is O=C(CC=Cc1ccccc1)c1ccccc1. The result is 0 (inactive). (2) The molecule is CC1(C)CC(=O)C(CC2C(=O)c3ccccc3C2=O)C(=O)C1C(=O)C(=O)Nc1cccc2ccc(O)cc12. The result is 0 (inactive). (3) The drug is C=CCN(N=O)C(=O)N(CCCCC(NC(C)=O)C(=O)NCc1ccccc1)Cc1ccccc1. The result is 0 (inactive). (4) The drug is CC(C=C(C#N)C#N)=Cc1ccc(C)cc1. The result is 0 (inactive). (5) The molecule is Cl.Cn1cc(NC(=O)c2cc(NC(=O)CCCCCCCC(=O)Nc3cc(C(=O)Nc4cc(C(=O)NCCC(=N)N)n(C)c4)n(C)c3)cn2C)cc1C(=O)NCCC(=N)N. The result is 1 (active). (6) The molecule is CCCC1(N)CC(OC)OC(C)C1O. The result is 0 (inactive). (7) The result is 0 (inactive). The molecule is CCOC(=O)C(=Cn1c(=O)[nH]c(=O)[nH]c1=S)C(=O)c1ccccc1.